Dataset: Peptide-MHC class I binding affinity with 185,985 pairs from IEDB/IMGT. Task: Regression. Given a peptide amino acid sequence and an MHC pseudo amino acid sequence, predict their binding affinity value. This is MHC class I binding data. (1) The MHC is HLA-B40:01 with pseudo-sequence HLA-B40:01. The binding affinity (normalized) is 0.545. The peptide sequence is VQHPELTGL. (2) The peptide sequence is VEMGEAAAI. The MHC is HLA-B40:01 with pseudo-sequence HLA-B40:01. The binding affinity (normalized) is 0.547. (3) The peptide sequence is CLMMILPAA. The MHC is HLA-A02:01 with pseudo-sequence HLA-A02:01. The binding affinity (normalized) is 0.982. (4) The peptide sequence is ALVAVSLIAI. The MHC is HLA-A02:01 with pseudo-sequence HLA-A02:01. The binding affinity (normalized) is 0.466.